This data is from Full USPTO retrosynthesis dataset with 1.9M reactions from patents (1976-2016). The task is: Predict the reactants needed to synthesize the given product. (1) Given the product [CH3:1][N:2]1[CH:6]=[CH:5][C:4]([NH:7][C:8]([C:10]2[C:15]([NH:18][C:19]3[CH:20]=[N:21][CH:22]=[C:23]([Cl:25])[CH:24]=3)=[CH:14][CH:13]=[C:12]([CH3:17])[N:11]=2)=[O:9])=[N:3]1, predict the reactants needed to synthesize it. The reactants are: [CH3:1][N:2]1[CH:6]=[CH:5][C:4]([NH:7][C:8]([C:10]2[C:15](Br)=[CH:14][CH:13]=[C:12]([CH3:17])[N:11]=2)=[O:9])=[N:3]1.[NH2:18][C:19]1[CH:20]=[N:21][CH:22]=[C:23]([Cl:25])[CH:24]=1. (2) Given the product [Cl:12][CH:13]([Cl:17])[C:14](=[O:15])[CH2:5][C:6](=[O:11])[CH:7]([Cl:3])[Cl:1], predict the reactants needed to synthesize it. The reactants are: [Cl-:1].[Al+3].[Cl-:3].[Cl-].[CH3:5][C:6](=[O:11])[CH2:7]C(=O)C.[Cl:12][CH:13]([Cl:17])[C:14](Cl)=[O:15]. (3) Given the product [Cl:1][S:2]([C:5]1[CH:6]=[C:7]([CH:11]=[CH:12][C:13]=1[F:14])[C:8]([Cl:18])=[O:9])(=[O:4])=[O:3], predict the reactants needed to synthesize it. The reactants are: [Cl:1][S:2]([C:5]1[CH:6]=[C:7]([CH:11]=[CH:12][C:13]=1[F:14])[C:8](O)=[O:9])(=[O:4])=[O:3].C(Cl)(=O)C([Cl:18])=O.